From a dataset of Forward reaction prediction with 1.9M reactions from USPTO patents (1976-2016). Predict the product of the given reaction. (1) The product is: [C:9]([N:8]1[C:40](=[O:39])[NH:1][C:2]2[C:7]1=[N:6][C:5]([C:13]1[CH:18]=[CH:17][CH:16]=[C:15]([OH:19])[CH:14]=1)=[N:4][C:3]=2[C:20]([NH2:23])=[O:22])([CH3:11])([CH3:10])[CH3:12]. Given the reactants [NH2:1][C:2]1[C:3]([C:20]([O-:22])=O)=[N:4][C:5]([C:13]2[CH:18]=[CH:17][CH:16]=[C:15]([OH:19])[CH:14]=2)=[N:6][C:7]=1[NH:8][C:9]([CH3:12])([CH3:11])[CH3:10].[NH2:23]C1C(C([O-])=O)=NC(Cl)=NC=1NC(C)(C)C.[OH:39][C:40]1C=C(B(O)O)C=CC=1.P([O-])([O-])([O-])=O.[K+].[K+].[K+].C1(P(C2CCCCC2)C2C=CC=CC=2C2C(OC)=CC=CC=2OC)CCCCC1, predict the reaction product. (2) Given the reactants C(O)(=O)C.FC(F)(F)C(O)=O.[BH4-].[Na+].[Cl:14][C:15]1[CH:20]=[CH:19][C:18]([N:21]2[C:30]3[C:25](=[C:26]([CH3:35])[C:27]([O:33][CH3:34])=[C:28]([CH3:32])[C:29]=3[CH3:31])[CH:24](O)[C:23]3([CH2:39][CH2:38][CH2:37]3)[CH2:22]2)=[CH:17][CH:16]=1, predict the reaction product. The product is: [Cl:14][C:15]1[CH:20]=[CH:19][C:18]([N:21]2[C:30]3[C:25](=[C:26]([CH3:35])[C:27]([O:33][CH3:34])=[C:28]([CH3:32])[C:29]=3[CH3:31])[CH2:24][C:23]3([CH2:39][CH2:38][CH2:37]3)[CH2:22]2)=[CH:17][CH:16]=1. (3) The product is: [CH3:8][O:7][C:1](=[O:6])[C:2](=[O:4])[CH2:20][C:19]([C:16]1[CH:15]=[CH:14][C:13]([CH3:12])=[CH:18][N:17]=1)=[O:21]. Given the reactants [C:1]([O:7][CH3:8])(=[O:6])[C:2]([O:4]C)=O.C[O-].[Na+].[CH3:12][C:13]1[CH:14]=[CH:15][C:16]([C:19](=[O:21])[CH3:20])=[N:17][CH:18]=1.O, predict the reaction product. (4) Given the reactants [CH:1]1[C:6]([CH2:7][C@H:8]([NH2:12])[C:9]([OH:11])=[O:10])=[CH:5][C:4]([OH:13])=[C:3]([OH:14])[CH:2]=1.[CH3:15][C@@:16]([NH:29][NH2:30])([C:26]([OH:28])=[O:27])[CH2:17][C:18]1[CH:19]=[CH:20][C:21]([OH:25])=[C:22]([OH:24])[CH:23]=1, predict the reaction product. The product is: [CH:1]1[C:6]([CH2:7][C@H:8]([NH2:12])[C:9]([OH:11])=[O:10])=[CH:5][C:4]([OH:13])=[C:3]([OH:14])[CH:2]=1.[CH3:15][C@@:16]([NH:29][NH2:30])([C:26]([OH:28])=[O:27])[CH2:17][C:18]1[CH:19]=[CH:20][C:21]([OH:25])=[C:22]([OH:24])[CH:23]=1. (5) Given the reactants [Si:1]([O:8][C@@H:9]1[C@@:28]2([CH3:29])[C:13](=[CH:14][CH:15]=[C:16]3[C@@H:27]2[CH2:26][CH2:25][C@@:24]2([CH3:30])[C@H:17]3[CH2:18][CH:19]=[C:20]2[C@H:21]([OH:23])[CH3:22])[CH2:12][C@@H:11]([O:31][Si:32]([C:35]([CH3:38])([CH3:37])[CH3:36])([CH3:34])[CH3:33])[CH2:10]1)([C:4]([CH3:7])([CH3:6])[CH3:5])([CH3:3])[CH3:2].[H-].[Na+].C1OCCOCCOCCOCCOC1.Br[CH2:57]/[CH:58]=[CH:59]\[C:60]([CH2:71][CH3:72])([O:63][Si:64]([CH2:69][CH3:70])([CH2:67][CH3:68])[CH2:65][CH3:66])[CH2:61][CH3:62], predict the reaction product. The product is: [Si:1]([O:8][C@@H:9]1[C@@:28]2([CH3:29])[C:13](=[CH:14][CH:15]=[C:16]3[C@@H:27]2[CH2:26][CH2:25][C@@:24]2([CH3:30])[C@H:17]3[CH2:18][CH:19]=[C:20]2[C@H:21]([O:23][CH2:57]/[CH:58]=[CH:59]\[C:60]([CH2:71][CH3:72])([O:63][Si:64]([CH2:69][CH3:70])([CH2:65][CH3:66])[CH2:67][CH3:68])[CH2:61][CH3:62])[CH3:22])[CH2:12][C@@H:11]([O:31][Si:32]([C:35]([CH3:37])([CH3:36])[CH3:38])([CH3:33])[CH3:34])[CH2:10]1)([C:4]([CH3:7])([CH3:6])[CH3:5])([CH3:3])[CH3:2].